The task is: Predict the reactants needed to synthesize the given product.. This data is from Full USPTO retrosynthesis dataset with 1.9M reactions from patents (1976-2016). (1) Given the product [NH2:1][C@@H:4]1[CH2:9][N:8]([C:10]([O:12][C:13]([CH3:14])([CH3:16])[CH3:15])=[O:11])[C@@H:7]([CH2:17][CH2:18][N:19]2[C:24]3[CH:25]=[C:26]([C:29]#[N:30])[CH:27]=[CH:28][C:23]=3[O:22][CH2:21][C:20]2=[O:31])[CH2:6][CH2:5]1, predict the reactants needed to synthesize it. The reactants are: [N:1]([C@@H:4]1[CH2:9][N:8]([C:10]([O:12][C:13]([CH3:16])([CH3:15])[CH3:14])=[O:11])[C@@H:7]([CH2:17][CH2:18][N:19]2[C:24]3[CH:25]=[C:26]([C:29]#[N:30])[CH:27]=[CH:28][C:23]=3[O:22][CH2:21][C:20]2=[O:31])[CH2:6][CH2:5]1)=[N+]=[N-]. (2) Given the product [CH2:1]([N:3]1[CH:7]=[C:6]([C:8]2[CH:9]=[C:10]([NH:11][C:22]([NH:21][C:24]3[CH:29]=[CH:28][C:27]([CH:30]([CH3:32])[CH3:31])=[CH:26][CH:25]=3)=[O:23])[CH:12]=[CH:13][CH:14]=2)[C:5]([C:15]2[CH:16]=[CH:17][N:18]=[CH:19][CH:20]=2)=[N:4]1)[CH3:2], predict the reactants needed to synthesize it. The reactants are: [CH2:1]([N:3]1[CH:7]=[C:6]([C:8]2[CH:9]=[C:10]([CH:12]=[CH:13][CH:14]=2)[NH2:11])[C:5]([C:15]2[CH:20]=[CH:19][N:18]=[CH:17][CH:16]=2)=[N:4]1)[CH3:2].[N:21]([C:24]1[CH:29]=[CH:28][C:27]([CH:30]([CH3:32])[CH3:31])=[CH:26][CH:25]=1)=[C:22]=[O:23].